This data is from Full USPTO retrosynthesis dataset with 1.9M reactions from patents (1976-2016). The task is: Predict the reactants needed to synthesize the given product. (1) Given the product [C:7]([CH:9]([CH2:15][C:16](=[O:17])[C:18]1[CH:23]=[CH:22][CH:21]=[CH:20][CH:19]=1)[C:10]([O:12][CH2:13][CH3:14])=[O:11])#[N:8], predict the reactants needed to synthesize it. The reactants are: C(=O)([O-])[O-].[K+].[K+].[C:7]([CH2:9][C:10]([O:12][CH2:13][CH3:14])=[O:11])#[N:8].[CH2:15](Br)[C:16]([C:18]1[CH:23]=[CH:22][CH:21]=[CH:20][CH:19]=1)=[O:17]. (2) Given the product [CH2:1]([O:8][C:9]1[CH:14]=[CH:13][C:12]([CH3:15])=[C:11]([B:17]2[O:22][CH2:23][C:32]([CH3:31])([CH3:33])[CH2:19][O:18]2)[CH:10]=1)[C:2]1[CH:7]=[CH:6][CH:5]=[CH:4][CH:3]=1, predict the reactants needed to synthesize it. The reactants are: [CH2:1]([O:8][C:9]1[CH:14]=[CH:13][C:12]([CH3:15])=[C:11](I)[CH:10]=1)[C:2]1[CH:7]=[CH:6][CH:5]=[CH:4][CH:3]=1.[B:17](OC(C)C)([O:22][CH:23](C)C)[O:18][CH:19](C)C.C([Li])[CH2:31][CH2:32][CH3:33].CC(CO)(CO)C. (3) Given the product [CH3:10][C@@H:4]([CH2:3][C:2]([S:19]([CH3:18])(=[O:21])=[O:20])=[O:1])[CH2:5][C:6]([O:8][CH3:9])=[O:7], predict the reactants needed to synthesize it. The reactants are: [OH:1][CH2:2][CH2:3][C@@H:4]([CH3:10])[CH2:5][C:6]([O:8][CH3:9])=[O:7].CCN(CC)CC.[CH3:18][S:19](Cl)(=[O:21])=[O:20]. (4) Given the product [CH2:28]([N:35]1[CH:39]=[C:38]([C:2]2[S:6][C:5]([NH:7][C:8](=[O:10])[CH3:9])=[N:4][C:3]=2[CH3:11])[CH:37]=[N:36]1)[C:29]1[CH:34]=[CH:33][CH:32]=[CH:31][CH:30]=1, predict the reactants needed to synthesize it. The reactants are: I[C:2]1[S:6][C:5]([NH:7][C:8](=[O:10])[CH3:9])=[N:4][C:3]=1[CH3:11].CC1N=C(NC(=O)C)SC=1C1C=NN(C)C=1.[CH2:28]([N:35]1[CH:39]=[C:38](B2OC(C)(C)C(C)(C)O2)[CH:37]=[N:36]1)[C:29]1[CH:34]=[CH:33][CH:32]=[CH:31][CH:30]=1.[F-].[K+].C1(P(C2CCCCC2)C2C=CC=CC=2C2C(OC)=CC=CC=2OC)CCCCC1.